Dataset: Catalyst prediction with 721,799 reactions and 888 catalyst types from USPTO. Task: Predict which catalyst facilitates the given reaction. (1) Reactant: [C:1]1([C:22]2[CH:27]=[CH:26][CH:25]=[CH:24][CH:23]=2)[CH:6]=[CH:5][CH:4]=[CH:3][C:2]=1[NH:7][C:8]([O:10]C1CCN(C(C)C(O)=O)CC1)=[O:9].ON1C2N=CC=CC=2N=N1.C(N(C[C@@H](C1C=CC(OCC2C=CC=CC=2)=C2C=1C=CC(=O)N2)O[Si](C(C)(C)C)(C)C)CCC1C=C(NC(=O)CCCNC)C=CC=1)C1C=CC=CC=1.N1C(C)=CC=CC=1C. Product: [C:1]1([C:22]2[CH:27]=[CH:26][CH:25]=[CH:24][CH:23]=2)[CH:6]=[CH:5][CH:4]=[CH:3][C:2]=1[NH:7][C:8](=[O:9])[OH:10]. The catalyst class is: 735. (2) Reactant: [N:1]1[CH:6]=[CH:5][C:4](/[CH:7]=[CH:8]/[C:9]([O:11][CH2:12][CH3:13])=[O:10])=[CH:3][CH:2]=1.[H][H]. Product: [N:1]1[CH:6]=[CH:5][C:4]([CH2:7][CH2:8][C:9]([O:11][CH2:12][CH3:13])=[O:10])=[CH:3][CH:2]=1. The catalyst class is: 19. (3) Reactant: [Cl:1][C:2]1[CH:7]=[CH:6][CH:5]=[C:4]([Cl:8])[C:3]=1[C:9]1[C:13]([CH2:14][O:15][C:16]2[CH:21]=[CH:20][C:19]([C:22]3[CH:23]=[C:24]4[C:29](=[CH:30][CH:31]=3)[N:28]=[C:27]([C:32]([OH:34])=[O:33])[CH:26]=[CH:25]4)=[CH:18][CH:17]=2)=[C:12]([CH:35]([CH3:37])[CH3:36])[O:11][N:10]=1.[OH-].[Na+:39]. Product: [Cl:8][C:4]1[CH:5]=[CH:6][CH:7]=[C:2]([Cl:1])[C:3]=1[C:9]1[C:13]([CH2:14][O:15][C:16]2[CH:21]=[CH:20][C:19]([C:22]3[CH:23]=[C:24]4[C:29](=[CH:30][CH:31]=3)[N:28]=[C:27]([C:32]([O-:34])=[O:33])[CH:26]=[CH:25]4)=[CH:18][CH:17]=2)=[C:12]([CH:35]([CH3:37])[CH3:36])[O:11][N:10]=1.[Na+:39]. The catalyst class is: 5. (4) Reactant: Cl.Cl.[CH2:3]1[C:12]2[C:7](=[CH:8][CH:9]=[CH:10][CH:11]=2)[CH2:6][CH2:5][N:4]1[CH:13]1[CH2:17][CH2:16][CH2:15][CH2:14]1.[CH2:18]([N:20](CC)CC)C.[C:25]1([CH3:35])[CH:30]=[CH:29][CH:28]=[C:27]([S:31](Cl)(=[O:33])=[O:32])[CH:26]=1.[OH-].[Na+]. Product: [CH3:35][C:25]1[CH:26]=[C:27]([S:31]([N:20]([CH3:18])[C@H:15]2[CH2:16][CH2:17][C@H:13]([N:4]3[CH2:5][CH2:6][C:7]4[C:12](=[CH:11][CH:10]=[CH:9][CH:8]=4)[CH2:3]3)[CH2:14]2)(=[O:33])=[O:32])[CH:28]=[CH:29][CH:30]=1. The catalyst class is: 119.